Dataset: Forward reaction prediction with 1.9M reactions from USPTO patents (1976-2016). Task: Predict the product of the given reaction. (1) Given the reactants N(C(OCC)=O)=NC(OCC)=O.C1(P(C2C=CC=CC=2)C2C=CC=CC=2)C=CC=CC=1.[Cl:32][C:33]1[CH:38]=[CH:37][C:36]([C:39]2[CH:40]=[C:41]([C:53]([O:55][CH3:56])=[O:54])[C:42]3[NH:43][C:44]4[CH:45]=[C:46]([OH:52])[CH:47]=[CH:48][C:49]=4[C:50]=3[N:51]=2)=[CH:35][CH:34]=1.[O:57]1[CH2:62][CH2:61][N:60]([CH2:63][CH2:64][CH2:65]O)[CH2:59][CH2:58]1, predict the reaction product. The product is: [Cl:32][C:33]1[CH:34]=[CH:35][C:36]([C:39]2[CH:40]=[C:41]([C:53]([O:55][CH3:56])=[O:54])[C:42]3[NH:43][C:44]4[CH:45]=[C:46]([O:52][CH2:65][CH2:64][CH2:63][N:60]5[CH2:61][CH2:62][O:57][CH2:58][CH2:59]5)[CH:47]=[CH:48][C:49]=4[C:50]=3[N:51]=2)=[CH:37][CH:38]=1. (2) Given the reactants [C:1]([C:5]1[O:6][C:7](=[O:20])[CH:8]=[C:9]2[C:13]3[CH:14]=[C:15]([O:18][CH3:19])[CH:16]=[CH:17][C:12]=3[O:11][C:10]=12)([CH3:4])([CH3:3])[CH3:2].[CH2:21]([NH:25][CH3:26])[CH2:22][CH2:23][CH3:24], predict the reaction product. The product is: [CH2:21]([N:25]([CH3:26])[C:7](=[O:20])[CH2:8][C:9]1[C:13]2[CH:14]=[C:15]([O:18][CH3:19])[CH:16]=[CH:17][C:12]=2[O:11][C:10]=1[C:5](=[O:6])[C:1]([CH3:4])([CH3:3])[CH3:2])[CH2:22][CH2:23][CH3:24]. (3) Given the reactants [CH3:1][C:2]1[S:3][C:4]([C:8]2[CH:13]=[CH:12][N:11]=[C:10]([NH:14][C:15]3[CH:20]=[CH:19][C:18]([NH2:21])=[CH:17][CH:16]=3)[N:9]=2)=[C:5]([CH3:7])[N:6]=1.[Cl:22][CH2:23][C:24](Cl)=[O:25], predict the reaction product. The product is: [Cl:22][CH2:23][C:24]([NH:21][C:18]1[CH:19]=[CH:20][C:15]([NH:14][C:10]2[N:9]=[C:8]([C:4]3[S:3][C:2]([CH3:1])=[N:6][C:5]=3[CH3:7])[CH:13]=[CH:12][N:11]=2)=[CH:16][CH:17]=1)=[O:25]. (4) Given the reactants [Cl:1][C:2]1[CH:3]=[CH:4][C:5]2[C:14]3[C:9](=[C:10]([CH3:15])[N:11]=[CH:12][CH:13]=3)[C:8](=[O:16])[N:7]([CH3:17])[C:6]=2[CH:18]=1.FC(F)(F)C(O)=O.[Br:26]N1C(=O)CCC1=O, predict the reaction product. The product is: [Br:26][C:3]1[C:2]([Cl:1])=[CH:18][C:6]2[N:7]([CH3:17])[C:8](=[O:16])[C:9]3[C:14]([C:5]=2[CH:4]=1)=[CH:13][CH:12]=[N:11][C:10]=3[CH3:15]. (5) The product is: [CH2:1]=[C:2]1[CH2:8][CH2:7][C:6]2[CH:18]=[C:19]([C:22]([O:24][CH3:25])=[O:23])[CH:20]=[CH:21][C:5]=2[O:4][CH2:3]1. Given the reactants [CH2:1]=[C:2]1[CH2:8][CH:7](S(C2C=CC=CC=2)(=O)=O)[C:6]2[CH:18]=[C:19]([C:22]([O:24][CH3:25])=[O:23])[CH:20]=[CH:21][C:5]=2[O:4][CH2:3]1.P([O-])([O-])(O)=O.[Na+].[Na+].CO.O1CCCC1.O, predict the reaction product.